This data is from Forward reaction prediction with 1.9M reactions from USPTO patents (1976-2016). The task is: Predict the product of the given reaction. (1) Given the reactants [Cl:1][C:2]1[N:7]=[C:6](Cl)[CH:5]=[CH:4][N:3]=1.[CH3:9][O:10][CH2:11][CH2:12][CH2:13][OH:14].C(=O)([O-])[O-].[Cs+].[Cs+], predict the reaction product. The product is: [Cl:1][C:2]1[N:7]=[C:6]([O:14][CH2:13][CH2:12][CH2:11][O:10][CH3:9])[CH:5]=[CH:4][N:3]=1. (2) Given the reactants [H-].[Na+].[CH2:3]1[C:11]2[C:6](=[CH:7][CH:8]=[CH:9][CH:10]=2)[CH2:5][CH:4]1[NH:12][C:13]1[N:14]=[CH:15][C:16]2[CH2:22][N:21]([C:23]([O:25][CH2:26][CH2:27][CH2:28]Cl)=[O:24])[CH2:20][CH2:19][C:17]=2[N:18]=1.[NH:30]1[CH:34]=[CH:33][N:32]=[CH:31]1.ClCCl, predict the reaction product. The product is: [CH2:3]1[C:11]2[C:6](=[CH:7][CH:8]=[CH:9][CH:10]=2)[CH2:5][CH:4]1[NH:12][C:13]1[N:14]=[CH:15][C:16]2[CH2:22][N:21]([C:23]([O:25][CH2:26][CH2:27][CH2:28][N:30]3[CH:34]=[CH:33][N:32]=[CH:31]3)=[O:24])[CH2:20][CH2:19][C:17]=2[N:18]=1. (3) Given the reactants [CH:1]([N:4]1[CH2:9][CH2:8][CH:7]([O:10][C:11]2[CH:12]=[CH:13][C:14]3[O:18][C:17]([C:19]([OH:21])=O)=[CH:16][C:15]=3[CH:22]=2)[CH2:6][CH2:5]1)([CH3:3])[CH3:2].[CH:23]([N:26]1[CH2:31][CH2:30][NH:29][CH2:28][CH2:27]1)([CH3:25])[CH3:24].F[P-](F)(F)(F)(F)F.N1(O[P+](N(C)C)(N(C)C)N(C)C)C2C=CC=CC=2N=N1.C(N(C(C)C)C(C)C)C, predict the reaction product. The product is: [CH:23]([N:26]1[CH2:31][CH2:30][N:29]([C:19]([C:17]2[O:18][C:14]3[CH:13]=[CH:12][C:11]([O:10][CH:7]4[CH2:6][CH2:5][N:4]([CH:1]([CH3:2])[CH3:3])[CH2:9][CH2:8]4)=[CH:22][C:15]=3[CH:16]=2)=[O:21])[CH2:28][CH2:27]1)([CH3:25])[CH3:24]. (4) Given the reactants [CH2:1](/[C:5](/[C:41]([O:43]CC)=[O:42])=[CH:6]\[C@H:7]([CH:38]([CH3:40])[CH3:39])[NH:8][C:9](=[O:37])[C@H:10]([C:33]([CH3:36])([CH3:35])[CH3:34])[NH:11][C:12](=[O:32])[C@H:13]([C:23]([CH3:31])([C:25]1[CH:30]=[CH:29][CH:28]=[CH:27][CH:26]=1)[CH3:24])[N:14]([CH3:22])[C:15](=[O:21])[O:16][C:17]([CH3:20])([CH3:19])[CH3:18])[CH2:2][CH2:3][CH3:4].[OH-].[Li+], predict the reaction product. The product is: [CH2:1](/[C:5](/[C:41]([OH:43])=[O:42])=[CH:6]\[C@H:7]([CH:38]([CH3:39])[CH3:40])[NH:8][C:9](=[O:37])[C@H:10]([C:33]([CH3:36])([CH3:35])[CH3:34])[NH:11][C:12](=[O:32])[C@H:13]([C:23]([CH3:31])([C:25]1[CH:30]=[CH:29][CH:28]=[CH:27][CH:26]=1)[CH3:24])[N:14]([CH3:22])[C:15](=[O:21])[O:16][C:17]([CH3:20])([CH3:18])[CH3:19])[CH2:2][CH2:3][CH3:4].